From a dataset of Forward reaction prediction with 1.9M reactions from USPTO patents (1976-2016). Predict the product of the given reaction. (1) Given the reactants [C:1]([O:4][CH2:5][CH2:6][C:7]1[C:16]2[C:11](=[CH:12][CH:13]=[CH:14][CH:15]=2)[C:10]([O:17][CH2:18][C:19]2[CH:24]=[CH:23][CH:22]=[CH:21][CH:20]=2)=[CH:9][C:8]=1[N+:25]([O-])=O)(=[O:3])[CH3:2], predict the reaction product. The product is: [C:1]([O:4][CH2:5][CH2:6][C:7]1[C:16]2[C:11](=[CH:12][CH:13]=[CH:14][CH:15]=2)[C:10]([O:17][CH2:18][C:19]2[CH:24]=[CH:23][CH:22]=[CH:21][CH:20]=2)=[CH:9][C:8]=1[NH2:25])(=[O:3])[CH3:2]. (2) Given the reactants [OH:1][CH:2]1[CH:6]([NH:7][C:8](=[O:15])[C:9]2[CH:14]=[CH:13][CH:12]=[CH:11][N:10]=2)[CH2:5][N:4]([C:16]([O:18][CH2:19][C:20]2[CH:25]=[CH:24][CH:23]=[CH:22][CH:21]=2)=[O:17])[CH2:3]1.CC(OI1(OC(C)=O)(OC(C)=O)OC(=O)C2C=CC=CC1=2)=O, predict the reaction product. The product is: [O:1]=[C:2]1[CH:6]([NH:7][C:8](=[O:15])[C:9]2[CH:14]=[CH:13][CH:12]=[CH:11][N:10]=2)[CH2:5][N:4]([C:16]([O:18][CH2:19][C:20]2[CH:25]=[CH:24][CH:23]=[CH:22][CH:21]=2)=[O:17])[CH2:3]1. (3) Given the reactants O=[C:2]([CH2:8][C:9](=O)[C:10]1[CH:14]=[CH:13][S:12][CH:11]=1)[C:3]([O:5][CH2:6][CH3:7])=[O:4].C1C=CC=CC=1.[CH3:22][CH:23]([N:25]1[C:29]([NH2:30])=[CH:28][CH:27]=[N:26]1)[CH3:24], predict the reaction product. The product is: [CH3:22][CH:23]([N:25]1[C:29]2[N:30]=[C:9]([C:10]3[CH:14]=[CH:13][S:12][CH:11]=3)[CH:8]=[C:2]([C:3]([O:5][CH2:6][CH3:7])=[O:4])[C:28]=2[CH:27]=[N:26]1)[CH3:24]. (4) The product is: [C:14]1([CH3:24])[CH:15]=[CH:16][C:17]([S:20]([OH:23])(=[O:21])=[O:22])=[CH:18][CH:19]=1.[C:11]([N:1]1[C:5]2[CH:6]=[CH:7][CH:8]=[CH:9][C:4]=2[N:3]=[N:2]1)(=[NH:10])[NH2:12]. Given the reactants [NH:1]1[C:5]2[CH:6]=[CH:7][CH:8]=[CH:9][C:4]=2[N:3]=[N:2]1.[N:10]#[C:11][NH2:12].O.[C:14]1([CH3:24])[CH:19]=[CH:18][C:17]([S:20]([OH:23])(=[O:22])=[O:21])=[CH:16][CH:15]=1, predict the reaction product. (5) The product is: [CH2:9]([O:8][C:6]1[CH:7]=[C:2]([C:23]2[CH:22]=[CH:21][C:20]([F:19])=[CH:25][C:24]=2[F:26])[N:3]=[CH:4][N:5]=1)[C:10]#[C:11][CH3:12]. Given the reactants Cl[C:2]1[CH:7]=[C:6]([O:8][CH2:9][C:10]#[C:11][CH3:12])[N:5]=[CH:4][N:3]=1.C(=O)([O-])[O-].[K+].[K+].[F:19][C:20]1[CH:25]=[C:24]([F:26])[CH:23]=[CH:22][C:21]=1O.[Cl-].[NH4+], predict the reaction product. (6) Given the reactants [NH2:1][CH:2]1[CH2:7][CH2:6][N:5](C(OCC)=O)[CH2:4][CH:3]1[CH2:13][CH3:14], predict the reaction product. The product is: [NH2:1][CH:2]1[CH2:7][CH2:6][NH:5][CH2:4][CH:3]1[CH2:13][CH3:14]. (7) The product is: [OH:28][C:24]1[CH:23]=[C:22]([C:5]2[N:6]=[C:7]3[C:2]([NH:1][C:62](=[O:61])[N:8]3[CH:9]3[CH2:14][CH2:13][NH:12][CH2:11][CH2:10]3)=[C:3]([C:29]([NH2:34])=[O:30])[N:4]=2)[CH:27]=[CH:26][CH:25]=1. Given the reactants [NH2:1][C:2]1[C:3]([C:29](OCC)=[O:30])=[N:4][C:5]([C:22]2[CH:27]=[CH:26][CH:25]=[C:24]([OH:28])[CH:23]=2)=[N:6][C:7]=1[NH:8][CH:9]1[CH2:14][CH2:13][N:12](C(OC(C)(C)C)=O)[CH2:11][CH2:10]1.[NH2:34]C1C(C(OCC)=O)=NC(Cl)=NC=1NC1CCN(C(OC(C)(C)C)=O)CC1.[OH:61][C:62]1C=C(B(O)O)C=CC=1.P([O-])([O-])([O-])=O.[K+].[K+].[K+].C1(P(C2CCCCC2)C2C(OC)=CC=CC=2OC)CCCCC1, predict the reaction product. (8) Given the reactants [C:1]([O:5][C:6]([N:8]1[CH2:13][CH:12]2[CH:10]([CH:11]2[CH2:14][NH:15][CH2:16][C:17]2[CH:22]=[CH:21][CH:20]=[C:19]([O:23][C:24]([F:27])([F:26])[F:25])[CH:18]=2)[CH2:9]1)=[O:7])([CH3:4])([CH3:3])[CH3:2].CCN(C(C)C)C(C)C.Cl.[CH3:38][N:39]1[CH:43]=[C:42]([C:44](Cl)=[O:45])[N:41]=[CH:40]1, predict the reaction product. The product is: [C:1]([O:5][C:6]([N:8]1[CH2:13][CH:12]2[CH:10]([CH:11]2[CH2:14][N:15]([C:44]([C:42]2[N:41]=[CH:40][N:39]([CH3:38])[CH:43]=2)=[O:45])[CH2:16][C:17]2[CH:22]=[CH:21][CH:20]=[C:19]([O:23][C:24]([F:27])([F:25])[F:26])[CH:18]=2)[CH2:9]1)=[O:7])([CH3:4])([CH3:2])[CH3:3].